Dataset: Full USPTO retrosynthesis dataset with 1.9M reactions from patents (1976-2016). Task: Predict the reactants needed to synthesize the given product. The reactants are: [Cl:1][CH:2]=[C:3]([C:15]1[CH:20]=[N:19][CH:18]=[CH:17][N:16]=1)[O:4][Si](C(C)C)(C(C)C)C(C)C.C([O-])(O)=O.[Na+]. Given the product [Cl:1][CH2:2][C:3]([C:15]1[CH:20]=[N:19][CH:18]=[CH:17][N:16]=1)=[O:4], predict the reactants needed to synthesize it.